From a dataset of Full USPTO retrosynthesis dataset with 1.9M reactions from patents (1976-2016). Predict the reactants needed to synthesize the given product. Given the product [S:22]1[C:23]2[CH:29]=[CH:28][CH:27]=[CH:26][C:24]=2[N:25]=[C:21]1[C:19]1[CH:18]=[CH:17][C:9]2[N:10]([CH:11]3[CH2:12][CH2:13][O:14][CH2:15][CH2:16]3)[C:6]([CH2:5][OH:4])=[N:7][C:8]=2[CH:20]=1, predict the reactants needed to synthesize it. The reactants are: C([O:4][CH2:5][C:6]1[N:10]([CH:11]2[CH2:16][CH2:15][O:14][CH2:13][CH2:12]2)[C:9]2[CH:17]=[CH:18][C:19]([C:21]3[S:22][C:23]4[CH:29]=[CH:28][CH:27]=[CH:26][C:24]=4[N:25]=3)=[CH:20][C:8]=2[N:7]=1)(=O)C.[OH-].[Li+].Cl.